This data is from Forward reaction prediction with 1.9M reactions from USPTO patents (1976-2016). The task is: Predict the product of the given reaction. (1) Given the reactants Br[C:2]1[CH:3]=[CH:4][C:5]([CH2:8][OH:9])=[N:6][CH:7]=1.[CH2:10]([N:17]([CH2:37][C:38]1[CH:43]=[CH:42][CH:41]=[CH:40][CH:39]=1)[C@H:18]1[CH2:27][C:26]2[C:21](=[CH:22][CH:23]=[CH:24][C:25]=2B2OC(C)(C)C(C)(C)O2)[O:20][CH2:19]1)[C:11]1[CH:16]=[CH:15][CH:14]=[CH:13][CH:12]=1.C(=O)([O-])[O-].[K+].[K+], predict the reaction product. The product is: [CH2:37]([N:17]([CH2:10][C:11]1[CH:16]=[CH:15][CH:14]=[CH:13][CH:12]=1)[C@H:18]1[CH2:27][C:26]2[C:21](=[CH:22][CH:23]=[CH:24][C:25]=2[C:2]2[CH:3]=[CH:4][C:5]([CH2:8][OH:9])=[N:6][CH:7]=2)[O:20][CH2:19]1)[C:38]1[CH:39]=[CH:40][CH:41]=[CH:42][CH:43]=1. (2) The product is: [ClH:1].[Cl:1][C:2]1[C:10]([C:11]([F:14])([F:13])[F:12])=[CH:9][CH:8]=[CH:7][C:3]=1[C:4]([NH:45][C@H:44]([C@@H:39]1[CH2:40][CH2:41][CH2:42][CH2:43][N:38]1[CH3:37])[C:46]1[CH:51]=[CH:50][CH:49]=[CH:48][CH:47]=1)=[O:6]. Given the reactants [Cl:1][C:2]1[C:10]([C:11]([F:14])([F:13])[F:12])=[CH:9][CH:8]=[CH:7][C:3]=1[C:4]([OH:6])=O.Cl.CN(C)CCCN=C=NCC.ON1C2C=CC=CC=2N=N1.[CH3:37][N:38]1[CH2:43][CH2:42][CH2:41][CH2:40][C@H:39]1[C@H:44]([C:46]1[CH:51]=[CH:50][CH:49]=[CH:48][CH:47]=1)[NH2:45], predict the reaction product.